Dataset: Forward reaction prediction with 1.9M reactions from USPTO patents (1976-2016). Task: Predict the product of the given reaction. (1) The product is: [CH2:1]([O:3][C:4]([C:6]1([C:9]2[CH:10]=[CH:11][C:12]([C:15]3[CH:20]=[CH:19][C:18]([C:21]4[O:25][N:24]=[C:23]([CH3:26])[C:22]=4[NH:27][C:31]4[CH:32]=[CH:33][CH:34]=[C:29]([Br:28])[N:30]=4)=[CH:17][CH:16]=3)=[CH:13][CH:14]=2)[CH2:8][CH2:7]1)=[O:5])[CH3:2]. Given the reactants [CH2:1]([O:3][C:4]([C:6]1([C:9]2[CH:14]=[CH:13][C:12]([C:15]3[CH:20]=[CH:19][C:18]([C:21]4[O:25][N:24]=[C:23]([CH3:26])[C:22]=4[NH2:27])=[CH:17][CH:16]=3)=[CH:11][CH:10]=2)[CH2:8][CH2:7]1)=[O:5])[CH3:2].[Br:28][C:29]1[CH:34]=[CH:33][CH:32]=[C:31](C2C=CC=CC=2)[N:30]=1.BrC1C=CC=C(Br)N=1, predict the reaction product. (2) Given the reactants [C:1]1(=[O:11])[NH:5][C:4](=[O:6])[C:3]2=[CH:7][CH:8]=[CH:9][CH:10]=[C:2]12.[H-].[Na+].Cl[CH2:15][C:16](=[O:18])[CH3:17], predict the reaction product. The product is: [O:18]=[C:16]([CH3:17])[CH2:15][N:5]1[C:1](=[O:11])[C:2]2[C:3](=[CH:7][CH:8]=[CH:9][CH:10]=2)[C:4]1=[O:6]. (3) Given the reactants [Si:1]([O:8][CH2:9][C:10]#[C:11][C:12]1[CH:13]=[N:14][C:15]([C:18]2[O:26][C:21]3=[CH:22][N:23]=[CH:24][CH:25]=[C:20]3[C:19]=2[OH:27])=[N:16][CH:17]=1)([C:4]([CH3:7])([CH3:6])[CH3:5])([CH3:3])[CH3:2], predict the reaction product. The product is: [Si:1]([O:8][CH2:9][CH2:10][CH2:11][C:12]1[CH:13]=[N:14][C:15]([C:18]2[O:26][C:21]3=[CH:22][N:23]=[CH:24][CH:25]=[C:20]3[C:19]=2[OH:27])=[N:16][CH:17]=1)([C:4]([CH3:5])([CH3:6])[CH3:7])([CH3:2])[CH3:3]. (4) Given the reactants [CH2:1]([O:4][CH2:5][C:6]1[C:11]([C:12]#[N:13])=[C:10]([O:14][CH3:15])[N:9]=[C:8]([CH3:16])[CH:7]=1)[CH:2]=[CH2:3].[H-].[H-].[H-].[H-].[Li+].[Al+3], predict the reaction product. The product is: [CH2:1]([O:4][CH2:5][C:6]1[CH:7]=[C:8]([CH3:16])[N:9]=[C:10]([O:14][CH3:15])[C:11]=1[CH2:12][NH2:13])[CH:2]=[CH2:3]. (5) Given the reactants [OH:1][C:2]1[CH:3]=[C:4]([CH:9]=[C:10]([O:12][C:13]([F:16])([F:15])[F:14])[CH:11]=1)[C:5]([O:7][CH3:8])=[O:6].C([O-])([O-])=O.[K+].[K+].[I-].[Na+].Br[CH2:26][CH2:27][O:28][CH2:29][CH2:30][O:31][CH2:32][CH2:33][O:34][CH3:35], predict the reaction product. The product is: [CH3:35][O:34][CH2:33][CH2:32][O:31][CH2:30][CH2:29][O:28][CH2:27][CH2:26][O:1][C:2]1[CH:3]=[C:4]([CH:9]=[C:10]([O:12][C:13]([F:14])([F:15])[F:16])[CH:11]=1)[C:5]([O:7][CH3:8])=[O:6]. (6) Given the reactants [Na].[F:2][C:3]1[CH:8]=[C:7]([F:9])[CH:6]=[CH:5][C:4]=1[CH2:10][NH:11][C:12]([C:14]1[C:15](=[O:32])[C:16]([OH:31])=[C:17]2[C:22](=[O:23])[N:21]3[CH2:24][C@H:25]4[CH2:29][CH2:28][CH2:27][N:26]4[C@@H:20]3[CH2:19][N:18]2[CH:30]=1)=[O:13].[C:33](=[O:49])([O:37][CH2:38][CH:39](OCC1C=CC=CC=1)[CH3:40])[O:34][CH2:35]I.C(=O)([O-])[O-:51].[K+].[K+], predict the reaction product. The product is: [C:22]([OH:23])(=[O:34])[CH3:17].[C:33](=[O:49])([O:37][CH2:38][CH2:39][CH2:40][OH:51])[O:34][CH2:35][O:31][C:16]1[C:15](=[O:32])[C:14]([C:12]([NH:11][CH2:10][C:4]2[CH:5]=[CH:6][C:7]([F:9])=[CH:8][C:3]=2[F:2])=[O:13])=[CH:30][N:18]2[CH2:19][C@H:20]3[N:26]4[CH2:27][CH2:28][CH2:29][C@@H:25]4[CH2:24][N:21]3[C:22](=[O:23])[C:17]=12.